From a dataset of Forward reaction prediction with 1.9M reactions from USPTO patents (1976-2016). Predict the product of the given reaction. (1) Given the reactants [NH2:1][C:2]1[N:7]=[CH:6][C:5]([C:8]2[CH:13]=[CH:12][C:11]([OH:14])=[CH:10][CH:9]=2)=[C:4]([CH2:15][CH3:16])[C:3]=1Br.CC1(C)C(C)(C)OB([C:26]2[CH:27]=[C:28]3[C:32](=[CH:33][CH:34]=2)[N:31]([C:35]([O:37][C:38]([CH3:41])([CH3:40])[CH3:39])=[O:36])[N:30]=[CH:29]3)O1.C([O-])([O-])=O.[K+].[K+], predict the reaction product. The product is: [NH2:1][C:2]1[C:3]([C:26]2[CH:27]=[C:28]3[C:32](=[CH:33][CH:34]=2)[N:31]([C:35]([O:37][C:38]([CH3:41])([CH3:40])[CH3:39])=[O:36])[N:30]=[CH:29]3)=[C:4]([CH2:15][CH3:16])[C:5]([C:8]2[CH:13]=[CH:12][C:11]([OH:14])=[CH:10][CH:9]=2)=[CH:6][N:7]=1. (2) Given the reactants [CH3:1][O:2][C:3](=[O:24])[CH2:4][CH2:5][CH2:6][CH2:7][CH2:8][CH2:9][CH2:10][CH:11]([OH:23])[CH:12]([OH:22])[CH2:13][CH:14]([OH:21])[CH2:15][CH2:16][CH2:17][CH2:18][CH2:19][CH3:20].[C:32](O[C:32](=[O:37])[CH2:33][CH2:34][CH2:35][CH3:36])(=[O:37])[CH2:33][CH2:34][CH2:35][CH3:36], predict the reaction product. The product is: [CH3:1][O:2][C:3](=[O:24])[CH2:4][CH2:5][CH2:6][CH2:7][CH2:8][CH2:9][CH2:10][CH:11]([O:23][C:32](=[O:37])[CH2:33][CH2:34][CH2:35][CH3:36])[CH:12]([O:22][C:3](=[O:2])[CH2:4][CH2:5][CH2:6][CH3:7])[CH2:13][CH:14]([O:21][C:14](=[O:21])[CH2:13][CH2:12][CH2:11][CH3:10])[CH2:15][CH2:16][CH2:17][CH2:18][CH2:19][CH3:20]. (3) Given the reactants Cl[C:2]1[C:10]2[NH:9][C:8]3[CH2:11][CH2:12][N:13]([CH3:15])[CH2:14][C:7]=3[C:6]=2[CH:5]=[CH:4][CH:3]=1.CC(C)([O-])C.[Na+].C(P[C:27]1[CH:32]=[C:31](PC(C)(C)C)[CH:30]=[CH:29][C:28]=1[C:38]1C(C(C)C)=CC(C(C)C)=CC=1C(C)C)(C)(C)C.C([CH2:60][NH2:61])C1C=CC=CC=1, predict the reaction product. The product is: [CH2:38]([N:61]([CH3:60])[C:2]1[C:10]2[NH:9][C:8]3[CH2:11][CH2:12][N:13]([CH3:15])[CH2:14][C:7]=3[C:6]=2[CH:5]=[CH:4][CH:3]=1)[C:28]1[CH:29]=[CH:30][CH:31]=[CH:32][CH:27]=1. (4) Given the reactants [Br:1][C:2]1[C:10]([F:11])=[CH:9][CH:8]=[C:7]([N+:12]([O-:14])=[O:13])[C:3]=1[C:4](O)=[O:5].C[N:16](C=O)C.C(Cl)(=O)C(Cl)=O, predict the reaction product. The product is: [Br:1][C:2]1[C:10]([F:11])=[CH:9][CH:8]=[C:7]([N+:12]([O-:14])=[O:13])[C:3]=1[C:4]([NH2:16])=[O:5]. (5) Given the reactants C[N:2]1[CH2:7][CH2:6]O[CH2:4][CH2:3]1.[CH:8]1([NH2:12])CC[CH2:9]1.ON1C2C=CC=CC=2N=N1.[ClH:23].CN(C)CCCN=C=NCC.[Cl:35]C1C(Cl)=CC=CC=1NC1C=C(C(F)(F)[F:54])C(C(O)=O)=CN=1, predict the reaction product. The product is: [ClH:35].[ClH:23].[F:54][C:7]1[CH:6]=[C:9]([CH2:8][NH2:12])[CH:4]=[CH:3][N:2]=1. (6) Given the reactants [ClH:1].C([O:9][C:10]1[CH:11]=[C:12]([C@H:16]([CH:23]=[CH2:24])[C@@H:17]([CH3:22])[CH2:18][N:19]([CH3:21])[CH3:20])[CH:13]=[CH:14][CH:15]=1)C1C=CC=CC=1.O.[OH-].[Na+], predict the reaction product. The product is: [CH3:24][CH2:23][C@H:16]([C@H:17]([CH2:18][N:19]([CH3:21])[CH3:20])[CH3:22])[C:12]1[CH:13]=[CH:14][CH:15]=[C:10]([OH:9])[CH:11]=1.[ClH:1].